From a dataset of TCR-epitope binding with 47,182 pairs between 192 epitopes and 23,139 TCRs. Binary Classification. Given a T-cell receptor sequence (or CDR3 region) and an epitope sequence, predict whether binding occurs between them. (1) The epitope is LLFNKVTLA. The TCR CDR3 sequence is CASSSPLLRTGDSGYTF. Result: 1 (the TCR binds to the epitope). (2) The epitope is FLNGSCGSV. The TCR CDR3 sequence is CSVDFSGANVLTF. Result: 1 (the TCR binds to the epitope). (3) The epitope is HTTDPSFLGRY. The TCR CDR3 sequence is CASSTGYSNQPQHF. Result: 1 (the TCR binds to the epitope). (4) The epitope is FLNGSCGSV. The TCR CDR3 sequence is CASSPHRIVYEQYF. Result: 1 (the TCR binds to the epitope). (5) The epitope is PROT_97E67BCC. The TCR CDR3 sequence is CASSRLAGGFDEQFF. Result: 1 (the TCR binds to the epitope). (6) Result: 1 (the TCR binds to the epitope). The epitope is YLKLTDNVYIK. The TCR CDR3 sequence is CASSLMDGTGLSGELFF. (7) The epitope is ATVVIGTSK. The TCR CDR3 sequence is CASSFNNQPQHF. Result: 0 (the TCR does not bind to the epitope).